The task is: Predict the product of the given reaction.. This data is from Forward reaction prediction with 1.9M reactions from USPTO patents (1976-2016). Given the reactants [NH2:1][C:2]1[CH:3]=[C:4]([C:10]#[N:11])[C:5](=[CH:8][CH:9]=1)[C:6]#[N:7].C[Al](C)C.[F:16][C:17]1[CH:22]=[C:21]([F:23])[CH:20]=[CH:19][C:18]=1[C@@:24]([OH:50])([CH2:44][N:45]1[CH:49]=[N:48][CH:47]=[N:46]1)[C@H:25]([S:27][C@@H:28]1[CH2:33][O:32][C@@H:31]([C:34]2[CH:43]=[CH:42][C:37]([C:38](OC)=[O:39])=[CH:36][CH:35]=2)[O:30][CH2:29]1)[CH3:26], predict the reaction product. The product is: [C:10]([C:4]1[CH:3]=[C:2]([CH:9]=[CH:8][C:5]=1[C:6]#[N:7])[NH:1][C:38](=[O:39])[C:37]1[CH:42]=[CH:43][C:34]([C@H:31]2[O:30][CH2:29][C@H:28]([S:27][C@H:25]([CH3:26])[C@:24]([C:18]3[CH:19]=[CH:20][C:21]([F:23])=[CH:22][C:17]=3[F:16])([OH:50])[CH2:44][N:45]3[CH:49]=[N:48][CH:47]=[N:46]3)[CH2:33][O:32]2)=[CH:35][CH:36]=1)#[N:11].